Dataset: Forward reaction prediction with 1.9M reactions from USPTO patents (1976-2016). Task: Predict the product of the given reaction. (1) Given the reactants [C:1]([C:3]1[C:11]2[C:10]([O:12][CH:13]3[CH2:16][CH:15]([NH:17]C(=O)OC(C)(C)C)[CH2:14]3)=[N:9][C:8]([NH:25][C:26]3[CH:27]=[N:28][N:29]([CH3:31])[CH:30]=3)=[N:7][C:6]=2[N:5]([CH2:32][O:33][CH2:34][CH2:35][Si:36]([CH3:39])([CH3:38])[CH3:37])[CH:4]=1)#[N:2].Cl, predict the reaction product. The product is: [NH2:17][CH:15]1[CH2:14][CH:13]([O:12][C:10]2[C:11]3[C:3]([C:1]#[N:2])=[CH:4][N:5]([CH2:32][O:33][CH2:34][CH2:35][Si:36]([CH3:39])([CH3:38])[CH3:37])[C:6]=3[N:7]=[C:8]([NH:25][C:26]3[CH:27]=[N:28][N:29]([CH3:31])[CH:30]=3)[N:9]=2)[CH2:16]1. (2) Given the reactants [C:1]([N:4]1[CH2:9][CH2:8][N:7]([C:10]2[CH:17]=[CH:16][C:13]([CH:14]=O)=[CH:12][C:11]=2[N+:18]([O-:20])=[O:19])[CH2:6][CH2:5]1)(=[O:3])[CH3:2].[I-].[NH:22]1[C:30]2[C:25](=[CH:26][CH:27]=[CH:28][CH:29]=2)[C:24]([CH2:31][P+](C2C=CC=CC=2)(C2C=CC=CC=2)C2C=CC=CC=2)=[N:23]1.C(=O)([O-])[O-].[K+].[K+], predict the reaction product. The product is: [C:1]([N:4]1[CH2:9][CH2:8][N:7]([C:10]2[CH:17]=[CH:16][C:13](/[CH:14]=[CH:31]/[C:24]3[C:25]4[C:30](=[CH:29][CH:28]=[CH:27][CH:26]=4)[NH:22][N:23]=3)=[CH:12][C:11]=2[N+:18]([O-:20])=[O:19])[CH2:6][CH2:5]1)(=[O:3])[CH3:2]. (3) Given the reactants Cl[C:2]1[CH:3]=[C:4]([CH:14]=[CH:15][C:16]=1Cl)[CH2:5][N:6]1[CH2:11][CH2:10][O:9][CH:8]([CH2:12][NH2:13])[CH2:7]1.[F:18]C(F)(F)C(NCC1OCCNC1)=O.FC1C=CC(CCl)=CC=1, predict the reaction product. The product is: [F:18][C:16]1[CH:15]=[CH:14][C:4]([CH2:5][N:6]2[CH2:11][CH2:10][O:9][CH:8]([CH2:12][NH2:13])[CH2:7]2)=[CH:3][CH:2]=1. (4) Given the reactants [F:1][C:2]1[CH:3]=[C:4]([CH2:9][C:10]([NH:12][C@H:13]([C:15]([OH:17])=O)[CH3:14])=[O:11])[CH:5]=[C:6]([F:8])[CH:7]=1.[NH2:18][CH:19]1[C:28]2[C:23](=[CH:24][CH:25]=[CH:26][CH:27]=2)[CH:22]([C:29]2[CH:34]=[CH:33][N:32]=[CH:31][CH:30]=2)[NH:21][C:20]1=[O:35], predict the reaction product. The product is: [F:8][C:6]1[CH:5]=[C:4]([CH2:9][C:10]([NH:12][C@H:13]([C:15]([NH:18][CH:19]2[C:28]3[C:23](=[CH:24][CH:25]=[CH:26][CH:27]=3)[CH:22]([C:29]3[CH:30]=[CH:31][N:32]=[CH:33][CH:34]=3)[NH:21][C:20]2=[O:35])=[O:17])[CH3:14])=[O:11])[CH:3]=[C:2]([F:1])[CH:7]=1. (5) Given the reactants [O:1]1[CH2:5][CH2:4][C@H:3]([O:6][C:7]2[N:12]=[C:11]([NH2:13])[CH:10]=[CH:9][N:8]=2)[CH2:2]1.ClC(Cl)(O[C:18](=[O:24])OC(Cl)(Cl)Cl)Cl.CCN(C(C)C)C(C)C.[CH3:35][C:36]1[N:41]=[CH:40][C:39]([C:42]2[CH:43]=[CH:44][C:45]3[N:51]4[CH2:52][C@H:48]([CH2:49][CH2:50]4)[NH:47][C:46]=3[N:53]=2)=[CH:38][CH:37]=1, predict the reaction product. The product is: [CH3:35][C:36]1[N:41]=[CH:40][C:39]([C:42]2[CH:43]=[CH:44][C:45]3[N:51]4[CH2:52][C@H:48]([CH2:49][CH2:50]4)[N:47]([C:18]([NH:13][C:11]4[CH:10]=[CH:9][N:8]=[C:7]([O:6][C@H:3]5[CH2:4][CH2:5][O:1][CH2:2]5)[N:12]=4)=[O:24])[C:46]=3[N:53]=2)=[CH:38][CH:37]=1. (6) Given the reactants [Cl:1][C:2]1[CH:7]=[CH:6][CH:5]=[CH:4][C:3]=1[S:8]([N:11]1[C:19]2[C:14](=[CH:15][CH:16]=[CH:17][CH:18]=2)[C:13](/[CH:20]=[C:21]2\[O:22][C:23]3[C:30]([CH2:31][N:32]4[CH2:37][CH2:36][N:35](C(OC(C)(C)C)=O)[CH2:34][CH2:33]4)=[C:29]([OH:45])[CH:28]=[CH:27][C:24]=3[C:25]\2=[O:26])=[CH:12]1)(=[O:10])=[O:9].FC(F)(F)C(O)=O, predict the reaction product. The product is: [ClH:1].[ClH:1].[Cl:1][C:2]1[CH:7]=[CH:6][CH:5]=[CH:4][C:3]=1[S:8]([N:11]1[C:19]2[C:14](=[CH:15][CH:16]=[CH:17][CH:18]=2)[C:13](/[CH:20]=[C:21]2\[O:22][C:23]3[C:30]([CH2:31][N:32]4[CH2:33][CH2:34][NH:35][CH2:36][CH2:37]4)=[C:29]([OH:45])[CH:28]=[CH:27][C:24]=3[C:25]\2=[O:26])=[CH:12]1)(=[O:9])=[O:10]. (7) Given the reactants [F:1][C:2]([F:9])([CH:6]([F:8])[F:7])[C:3]([OH:5])=O.[OH2:10].[NH2:11][NH2:12], predict the reaction product. The product is: [F:1][C:2]([F:9])([CH:6]([F:8])[F:7])[C:3]([NH:11][NH:12][C:3](=[O:5])[C:2]([F:9])([F:1])[CH:6]([F:8])[F:7])=[O:10].